This data is from Forward reaction prediction with 1.9M reactions from USPTO patents (1976-2016). The task is: Predict the product of the given reaction. (1) Given the reactants [N-:1]=[N+:2]=[N-:3].[Na+].[F:5][C:6]1[C:7](F)=[C:8]([CH:11]=[CH:12][CH:13]=1)[C:9]#[N:10], predict the reaction product. The product is: [N:1]([C:11]1[CH:12]=[CH:13][C:6]([F:5])=[CH:7][C:8]=1[C:9]#[N:10])=[N+:2]=[N-:3]. (2) Given the reactants [OH:1][CH2:2][C:3]1[O:7][N:6]=[C:5]([C:8]([O:10]CC)=[O:9])[CH:4]=1.[H-].[Na+].[CH3:15][C:16]1[CH:23]=[CH:22][CH:21]=[CH:20][C:17]=1[CH2:18]Br.[Cl-].[NH4+], predict the reaction product. The product is: [CH3:15][C:16]1[CH:23]=[CH:22][CH:21]=[CH:20][C:17]=1[CH2:18][O:1][CH2:2][C:3]1[O:7][N:6]=[C:5]([C:8]([OH:10])=[O:9])[CH:4]=1. (3) Given the reactants [CH:1](OCC)(OCC)OCC.C(OC(=O)C)(=O)C.[NH2:18][C:19]1[C:20]([C:26]([NH:28][CH3:29])=[O:27])=[N:21][C:22]([Br:25])=[CH:23][N:24]=1, predict the reaction product. The product is: [Br:25][C:22]1[N:21]=[C:20]2[C:19](=[N:24][CH:23]=1)[N:18]=[CH:29][N:28]([CH3:1])[C:26]2=[O:27]. (4) Given the reactants [CH3:1][O:2][C:3]1[CH:4]=[C:5]2[C:10](=[CH:11][C:12]=1[O:13][CH3:14])[N:9]=[CH:8][N:7]=[C:6]2[N:15]1[CH2:24][CH2:23][C:22]2[C:17](=[CH:18][CH:19]=[C:20]([C:25]([OH:27])=O)[CH:21]=2)[CH2:16]1.[CH:28]1([NH2:31])[CH2:30][CH2:29]1.CC(N=C=NC(C)C)C.ON1C2C=CC=CC=2N=N1, predict the reaction product. The product is: [CH:28]1([NH:31][C:25]([C:20]2[CH:21]=[C:22]3[C:17](=[CH:18][CH:19]=2)[CH2:16][N:15]([C:6]2[C:5]4[C:10](=[CH:11][C:12]([O:13][CH3:14])=[C:3]([O:2][CH3:1])[CH:4]=4)[N:9]=[CH:8][N:7]=2)[CH2:24][CH2:23]3)=[O:27])[CH2:30][CH2:29]1. (5) Given the reactants [F:1][C:2]1[CH:7]=[CH:6][CH:5]=[CH:4][C:3]=1[F:8].C([Li])CCC.[Cl:14][C:15]1[CH:16]=[C:17]2[C:21](=[CH:22][CH:23]=1)[NH:20][C:19](=[O:24])[C:18]2=[O:25], predict the reaction product. The product is: [Cl:14][C:15]1[CH:16]=[C:17]2[C:21](=[CH:22][CH:23]=1)[NH:20][C:19](=[O:24])[C:18]2([C:4]1[CH:5]=[CH:6][CH:7]=[C:2]([F:1])[C:3]=1[F:8])[OH:25]. (6) Given the reactants [F:1][C:2]1[CH:3]=[C:4]([C:8]#[C:9][C:10]2[CH:23]=[CH:22][N:13]3[C:14](=[O:21])[C:15]([C:18](O)=[O:19])=[CH:16][N:17]=[C:12]3[CH:11]=2)[CH:5]=[CH:6][CH:7]=1.[CH3:24][CH2:25][N:26](CC)CC.ClC(OCC)=O.C(N)C, predict the reaction product. The product is: [CH2:25]([NH:26][C:18]([C:15]1[C:14](=[O:21])[N:13]2[CH:22]=[CH:23][C:10]([C:9]#[C:8][C:4]3[CH:5]=[CH:6][CH:7]=[C:2]([F:1])[CH:3]=3)=[CH:11][C:12]2=[N:17][CH:16]=1)=[O:19])[CH3:24]. (7) Given the reactants [CH3:1][O:2][C:3]([C:5]1[N:10]=[C:9]2[N:11]([CH3:14])[CH:12]=[N:13][C:8]2=[C:7]([F:15])[C:6]=1Br)=[O:4].[F:17][C:18]1[CH:24]=[CH:23][CH:22]=[CH:21][C:19]=1[NH2:20].C1C=CC(P(C2C(C3C(P(C4C=CC=CC=4)C4C=CC=CC=4)=CC=C4C=3C=CC=C4)=C3C(C=CC=C3)=CC=2)C2C=CC=CC=2)=CC=1.C([O-])([O-])=O.[Cs+].[Cs+], predict the reaction product. The product is: [CH3:1][O:2][C:3]([C:5]1[N:10]=[C:9]2[N:11]([CH3:14])[CH:12]=[N:13][C:8]2=[C:7]([F:15])[C:6]=1[NH:20][C:19]1[CH:21]=[CH:22][CH:23]=[CH:24][C:18]=1[F:17])=[O:4]. (8) Given the reactants [CH3:1][O:2][C:3](=[O:16])[C:4]1[CH:9]=[C:8]([N+:10]([O-])=O)[C:7]([NH:13][CH3:14])=[CH:6][C:5]=1[F:15], predict the reaction product. The product is: [CH3:1][O:2][C:3](=[O:16])[C:4]1[CH:9]=[C:8]([NH2:10])[C:7]([NH:13][CH3:14])=[CH:6][C:5]=1[F:15]. (9) Given the reactants [CH3:1][O:2][C:3](=[O:12])[C:4]1[CH:9]=[CH:8][C:7]([CH2:10]Br)=[CH:6][CH:5]=1.[CH3:13][C:14]1([CH3:21])[CH2:19][O:18][PH:17](=[O:20])[O:16][CH2:15]1.CN(C)C(N(C)C)=N, predict the reaction product. The product is: [CH3:1][O:2][C:3](=[O:12])[C:4]1[CH:9]=[CH:8][C:7]([CH2:10][P:17]2(=[O:20])[O:18][CH2:19][C:14]([CH3:21])([CH3:13])[CH2:15][O:16]2)=[CH:6][CH:5]=1. (10) Given the reactants [Cl:1][C:2]1[CH:10]=[C:9]2[C:5]([CH2:6][CH:7]([CH2:12][CH2:13][F:14])[C:8]2=[O:11])=[CH:4][C:3]=1[O:15][CH3:16].C=C[C@@H]1[C@@H]2[CH2:25][C@H:26]([C@@H:27]([OH:38])[C:28]3C4C(=CC=CC=4)N=CC=3)[N+](CC3C=CC(C(F)(F)F)=CC=3)(CC2)C1.[Br-].C(C(C)=O)=C.[OH-].[K+], predict the reaction product. The product is: [Cl:1][C:2]1[CH:10]=[C:9]2[C:5]([CH2:6][C:7]([CH2:12][CH2:13][F:14])([CH2:25][CH2:26][C:27](=[O:38])[CH3:28])[C:8]2=[O:11])=[CH:4][C:3]=1[O:15][CH3:16].